Dataset: Forward reaction prediction with 1.9M reactions from USPTO patents (1976-2016). Task: Predict the product of the given reaction. (1) The product is: [CH3:1][C:2]1[CH:7]=[CH:6][C:5]([OH:8])=[CH:4][C:3]=1[NH:9][C:10]1[C:19]2[C:14](=[CH:15][CH:16]=[C:17]([S:24]([CH3:28])(=[O:26])=[O:23])[CH:18]=2)[N:13]=[CH:12][N:11]=1. Given the reactants [CH3:1][C:2]1[CH:7]=[CH:6][C:5]([OH:8])=[CH:4][C:3]=1[NH:9][C:10]1[C:19]2[C:14](=[CH:15][CH:16]=[C:17](SC)[CH:18]=2)[N:13]=[CH:12][N:11]=1.O[O:23][S:24]([O-:26])=O.[K+].[CH3:28]O, predict the reaction product. (2) Given the reactants [O:1]=[C:2]1[C:6]([C:13]2[CH:18]=[CH:17][CH:16]=[CH:15][CH:14]=2)([C:7]2[CH:12]=[CH:11][CH:10]=[CH:9][CH:8]=2)[CH2:5][CH2:4][N:3]1[CH2:19][C:20](O)=[O:21].FC1C=CC(C2(C3C=CC(F)=CC=3)CCN(CC(O)=O)C2=O)=CC=1.[F:47][C:48]1[CH:58]=[CH:57][C:51](/[C:52](=[N:55]/[H])/[NH:53]O)=[CH:50][CH:49]=1.ON/C(=N\[H])/C1C=CC(C(F)(F)F)=CC=1, predict the reaction product. The product is: [F:47][C:48]1[CH:58]=[CH:57][C:51]([C:52]2[N:55]=[C:20]([CH2:19][N:3]3[CH2:4][CH2:5][C:6]([C:7]4[CH:8]=[CH:9][CH:10]=[CH:11][CH:12]=4)([C:13]4[CH:14]=[CH:15][CH:16]=[CH:17][CH:18]=4)[C:2]3=[O:1])[O:21][N:53]=2)=[CH:50][CH:49]=1. (3) Given the reactants [F:1][C:2]1[C:9]([F:10])=[C:8]([OH:11])[C:7]([F:12])=[CH:6][C:3]=1[CH:4]=[O:5].Cl[C:14]1[CH:21]=[CH:20][C:17]([C:18]#[N:19])=[CH:16][N:15]=1.C([O-])([O-])=O.[K+].[K+], predict the reaction product. The product is: [F:10][C:9]1[C:2]([F:1])=[C:3]([CH:4]=[O:5])[CH:6]=[C:7]([F:12])[C:8]=1[O:11][C:14]1[CH:21]=[CH:20][C:17]([C:18]#[N:19])=[CH:16][N:15]=1. (4) Given the reactants [O:1]=[C:2]1[N:7]([C:8]2[CH:13]=[CH:12][CH:11]=[CH:10][CH:9]=2)[C:6]2[S:14][C:15]([C:24]([O-:26])=O)=[C:16]([NH:17][C:18]3[CH:23]=[CH:22][CH:21]=[CH:20][CH:19]=3)[C:5]=2[CH:4]=[CH:3]1.[NH4+].C(Cl)CCl.C1C=CC2N(O)N=NC=2C=1.[NH2:42][CH2:43][CH2:44][N:45]1[CH2:50][CH2:49][CH2:48][CH2:47][CH2:46]1, predict the reaction product. The product is: [O:1]=[C:2]1[N:7]([C:8]2[CH:13]=[CH:12][CH:11]=[CH:10][CH:9]=2)[C:6]2[S:14][C:15]([C:24]([NH:42][CH2:43][CH2:44][N:45]3[CH2:50][CH2:49][CH2:48][CH2:47][CH2:46]3)=[O:26])=[C:16]([NH:17][C:18]3[CH:23]=[CH:22][CH:21]=[CH:20][CH:19]=3)[C:5]=2[CH:4]=[CH:3]1. (5) Given the reactants [CH:1]1([C:7]2([CH3:14])[C:11](=[O:12])[NH:10][N:9]=[C:8]2[CH3:13])[CH2:6][CH2:5][CH2:4][CH2:3][CH2:2]1.Br[CH2:16][C:17]([C:19]1[CH:24]=[CH:23][CH:22]=[C:21]([OH:25])[CH:20]=1)=[O:18], predict the reaction product. The product is: [CH:1]1([C:7]2([CH3:14])[C:11](=[O:12])[N:10]([CH2:16][C:17]([C:19]3[CH:24]=[CH:23][CH:22]=[C:21]([OH:25])[CH:20]=3)=[O:18])[N:9]=[C:8]2[CH3:13])[CH2:2][CH2:3][CH2:4][CH2:5][CH2:6]1. (6) Given the reactants [Br:1][C:2]1[CH:3]=[C:4]([CH:11]=[CH:12][CH:13]=1)[CH2:5][CH:6]([CH2:9][OH:10])[CH2:7][OH:8].O.[C:15]1(C)[CH:20]=CC(S(O)(=O)=O)=C[CH:16]=1.C(=O)([O-])O.[Na+], predict the reaction product. The product is: [Br:1][C:2]1[CH:3]=[C:4]([CH:11]=[CH:12][CH:13]=1)[CH2:5][CH:6]1[CH2:7][O:8][C:15]([CH3:20])([CH3:16])[O:10][CH2:9]1.